Dataset: Forward reaction prediction with 1.9M reactions from USPTO patents (1976-2016). Task: Predict the product of the given reaction. The product is: [NH:8]1[CH2:9][CH2:10][CH:11]([N:14]2[C:19](=[O:20])[CH2:18][O:17][C:16]3[CH:21]=[CH:22][CH:23]=[N:24][C:15]2=3)[CH2:12][CH2:13]1. Given the reactants C(OC([N:8]1[CH2:13][CH2:12][CH:11]([N:14]2[C:19](=[O:20])[CH2:18][O:17][C:16]3[CH:21]=[CH:22][CH:23]=[N:24][C:15]2=3)[CH2:10][CH2:9]1)=O)(C)(C)C.C(O)(C(F)(F)F)=O, predict the reaction product.